From a dataset of Forward reaction prediction with 1.9M reactions from USPTO patents (1976-2016). Predict the product of the given reaction. (1) The product is: [F:1][C:2]1[CH:3]=[CH:4][C:5]([CH2:8][CH:9]([C:13]2[CH:18]=[CH:17][C:16]([S:19]([CH3:22])(=[O:20])=[O:21])=[CH:15][CH:14]=2)[C:10]([NH:31][C:29]2[O:30][C:26]3[CH:25]=[C:24]([F:23])[CH:33]=[CH:32][C:27]=3[N:28]=2)=[O:12])=[CH:6][CH:7]=1. Given the reactants [F:1][C:2]1[CH:7]=[CH:6][C:5]([CH2:8][CH:9]([C:13]2[CH:18]=[CH:17][C:16]([S:19]([CH3:22])(=[O:21])=[O:20])=[CH:15][CH:14]=2)[C:10]([OH:12])=O)=[CH:4][CH:3]=1.[F:23][C:24]1[CH:33]=[CH:32][C:27]2[N:28]=[C:29]([NH2:31])[O:30][C:26]=2[CH:25]=1.CCN=C=NCCCN(C)C.Cl, predict the reaction product. (2) The product is: [CH3:11][S:10][C:4]1[N:3]=[C:2]([NH:17][C:13]([CH2:15][CH3:16])([CH3:14])[CH3:12])[C:7]([C:8]#[N:9])=[CH:6][N:5]=1. Given the reactants Cl[C:2]1[C:7]([C:8]#[N:9])=[CH:6][N:5]=[C:4]([S:10][CH3:11])[N:3]=1.[CH3:12][C:13]([NH2:17])([CH2:15][CH3:16])[CH3:14].CCN(C(C)C)C(C)C, predict the reaction product. (3) Given the reactants C([O:3][C:4]([C:6]1[CH:7]=[C:8]([NH:12][C:13]2[N:18]=[C:17]([C:19]3[C:20]([Cl:25])=[N:21][CH:22]=[CH:23][CH:24]=3)[CH:16]=[CH:15][N:14]=2)[CH:9]=[CH:10][CH:11]=1)=[O:5])C.[OH-].[Na+], predict the reaction product. The product is: [C:4]([C:6]1[CH:7]=[C:8]([NH:12][C:13]2[N:18]=[C:17]([C:19]3[C:20]([Cl:25])=[N:21][CH:22]=[CH:23][CH:24]=3)[CH:16]=[CH:15][N:14]=2)[CH:9]=[CH:10][CH:11]=1)([OH:5])=[O:3]. (4) Given the reactants [Cl:1][C:2]1[CH:3]=[C:4]2[C:13](=[CH:14][CH:15]=1)[C:12](Cl)=[C:11]1[C:6]([CH:7]=[CH:8][C:9]([O:17][CH3:18])=[CH:10]1)=[N:5]2.[C:19]([NH:23][CH2:24][CH2:25][CH2:26][CH2:27][NH2:28])([CH3:22])([CH3:21])[CH3:20], predict the reaction product. The product is: [C:19]([NH:23][CH2:24][CH2:25][CH2:26][CH2:27][NH:28][C:12]1[C:13]2[C:4]([N:5]=[C:6]3[C:11]=1[CH:10]=[C:9]([O:17][CH3:18])[CH:8]=[CH:7]3)=[CH:3][C:2]([Cl:1])=[CH:15][CH:14]=2)([CH3:22])([CH3:21])[CH3:20]. (5) Given the reactants [O:1]1[CH2:6][CH2:5][CH2:4][CH2:3][CH:2]1[O:7][CH2:8][CH2:9][N:10]1[C:14]2[CH:15]=[CH:16][CH:17]=[CH:18][C:13]=2[NH:12][C:11]1=[O:19].[H-].[Na+].[Cl:22][CH2:23]/[CH:24]=[CH:25]\[CH2:26]Cl.O, predict the reaction product. The product is: [Cl:22][CH2:23]/[CH:24]=[CH:25]\[CH2:26][N:12]1[C:13]2[CH:18]=[CH:17][CH:16]=[CH:15][C:14]=2[N:10]([CH2:9][CH2:8][O:7][CH:2]2[CH2:3][CH2:4][CH2:5][CH2:6][O:1]2)[C:11]1=[O:19]. (6) Given the reactants [CH3:1][C:2]1[S:6][C:5]([C:7]2[CH:12]=[CH:11][CH:10]=[CH:9][CH:8]=2)=[N:4][C:3]=1[CH2:13][O:14][C:15]1[CH:20]=[CH:19][C:18]([CH2:21][CH2:22][CH2:23][CH:24]2[O:28][C:27](=[O:29])[NH:26][C:25]2=[O:30])=[CH:17][CH:16]=1, predict the reaction product. The product is: [CH3:1][C:2]1[S:6][C:5]([C:7]2[CH:8]=[CH:9][CH:10]=[CH:11][CH:12]=2)=[N:4][C:3]=1[CH2:13][O:14][C:15]1[CH:20]=[CH:19][C:18]([CH2:21][CH2:22][CH2:23][C@@H:24]2[O:28][C:27](=[O:29])[NH:26][C:25]2=[O:30])=[CH:17][CH:16]=1. (7) The product is: [OH:20][CH:12]([CH:6]([CH:2]=[C:3]([CH3:5])[CH3:4])[C:7]([O:9][CH2:10][CH3:11])=[O:8])[CH2:13][CH3:14]. Given the reactants O[CH:2]([CH:6](/[CH:12]=[CH:13]\[CH3:14])[C:7]([O:9][CH2:10][CH3:11])=[O:8])[CH:3]([CH3:5])[CH3:4].CC(C)/C=C/C(OCC)=[O:20].CC(CC)C=O, predict the reaction product.